The task is: Regression. Given a peptide amino acid sequence and an MHC pseudo amino acid sequence, predict their binding affinity value. This is MHC class II binding data.. This data is from Peptide-MHC class II binding affinity with 134,281 pairs from IEDB. (1) The peptide sequence is GLLFRKLTSREVLLL. The MHC is DRB1_1101 with pseudo-sequence DRB1_1101. The binding affinity (normalized) is 0.762. (2) The peptide sequence is ALKVQENARVSTRES. The MHC is DRB1_0101 with pseudo-sequence DRB1_0101. The binding affinity (normalized) is 0.745.